Predict the reactants needed to synthesize the given product. From a dataset of Full USPTO retrosynthesis dataset with 1.9M reactions from patents (1976-2016). (1) Given the product [NH2:11][C@@H:12]([CH2:17][C:18]([F:26])([F:27])[CH2:19][C:20]1[CH:25]=[CH:24][CH:23]=[CH:22][CH:21]=1)[C:13]([O:15][CH3:16])=[O:14], predict the reactants needed to synthesize it. The reactants are: C(OC([NH:11][C@@H:12]([CH2:17][C:18]([F:27])([F:26])[CH2:19][C:20]1[CH:25]=[CH:24][CH:23]=[CH:22][CH:21]=1)[C:13]([O:15][CH3:16])=[O:14])=O)C1C=CC=CC=1. (2) Given the product [Cl:31][CH2:9][CH2:10][N:11]1[CH2:16][CH2:15][N:14]([C:17]2[C:26]3[C:21](=[CH:22][CH:23]=[CH:24][CH:25]=3)[CH:20]=[CH:19][N:18]=2)[CH2:13][CH2:12]1, predict the reactants needed to synthesize it. The reactants are: C(N(CC)CC)C.O[CH2:9][CH2:10][N:11]1[CH2:16][CH2:15][N:14]([C:17]2[C:26]3[C:21](=[CH:22][CH:23]=[CH:24][CH:25]=3)[CH:20]=[CH:19][N:18]=2)[CH2:13][CH2:12]1.CS([Cl:31])(=O)=O. (3) Given the product [F:60][C:53]1[C:54]([F:59])=[C:55]([OH:58])[C:56]([F:57])=[C:48]([F:47])[C:49]=1[C:50]([NH:38][CH2:36][CH2:37][CH2:32][CH2:33][CH2:34][CH2:35][NH:40][C:5]([C:12]1[CH:17]=[CH:16][CH:15]=[CH:14][CH:13]=1)([C:6]1[CH:7]=[CH:8][CH:9]=[CH:10][CH:11]=1)[C:18]1[CH:23]=[CH:22][CH:21]=[CH:20][CH:19]=1)=[O:52], predict the reactants needed to synthesize it. The reactants are: C(O)(=O)C.[C:5](C(N)CCCCCN)([C:18]1[CH:23]=[CH:22][CH:21]=[CH:20][CH:19]=1)([C:12]1[CH:17]=[CH:16][CH:15]=[CH:14][CH:13]=1)[C:6]1[CH:11]=[CH:10][CH:9]=[CH:8][CH:7]=1.[CH:32]1[CH:37]=[C:36]2[N:38]=N[N:40](O)[C:35]2=[CH:34][CH:33]=1.O.C(Cl)CCl.[F:47][C:48]1[C:56]([F:57])=[C:55]([OH:58])[C:54]([F:59])=[C:53]([F:60])[C:49]=1[C:50]([OH:52])=O. (4) Given the product [CH3:16][C@@:17]12[C:25](=[O:26])[CH2:24][CH2:23][C@H:22]1[C@@H:21]1[CH2:27][CH:28]=[C:29]3[CH2:34][C@@H:33]([OH:35])[CH2:32][CH2:31][C@:30]3([CH3:36])[C@H:20]1[CH2:19][CH2:18]2.[C:1]([OH:10])(=[O:9])[C@@H:2]([C@H:4]([C:6]([OH:8])=[O:7])[OH:5])[OH:3], predict the reactants needed to synthesize it. The reactants are: [C:1]([OH:10])(=[O:9])[C@@H:2]([C@H:4]([C:6]([OH:8])=[O:7])[OH:5])[OH:3].O1CCCC1.[CH3:16][C@@:17]12[C:25](=[O:26])[CH2:24][CH2:23][C@H:22]1[C@@H:21]1[CH2:27][CH:28]=[C:29]3[CH2:34][C@@H:33]([OH:35])[CH2:32][CH2:31][C@:30]3([CH3:36])[C@H:20]1[CH2:19][CH2:18]2. (5) Given the product [CH3:1][S:2][CH:3]([O:11][C:12]1[CH:13]=[C:14]([Cl:19])[CH:15]=[C:16]([Cl:18])[CH:17]=1)[C:4]([OH:6])=[O:5], predict the reactants needed to synthesize it. The reactants are: [CH3:1][S:2][CH:3]([O:11][C:12]1[CH:17]=[C:16]([Cl:18])[CH:15]=[C:14]([Cl:19])[CH:13]=1)[C:4]([O:6]C(C)(C)C)=[O:5].[OH-].[Na+]. (6) Given the product [Cl:16][C:17]1[CH:26]=[CH:25][CH:24]=[CH:23][C:18]=1[C:19]1[C:9]([C:10]([O:12][CH2:13][CH3:14])=[O:11])=[C:8]([CH:5]2[CH2:7][CH2:6]2)[O:15][N:20]=1, predict the reactants needed to synthesize it. The reactants are: [O-]CC.[Na+].[CH:5]1([C:8](=[O:15])[CH2:9][C:10]([O:12][CH2:13][CH3:14])=[O:11])[CH2:7][CH2:6]1.[Cl:16][C:17]1[CH:26]=[CH:25][CH:24]=[CH:23][C:18]=1/[C:19](/Cl)=[N:20]/O. (7) The reactants are: [F:1][C:2]1[C:10]([N:11]([CH3:18])[S:12]([CH2:15][CH2:16][CH3:17])(=[O:14])=[O:13])=[CH:9][CH:8]=[C:7]([F:19])[C:3]=1C(O)=O.C([N:22](CC)CC)C.C1C=CC(OP(OC2C=CC=CC=2)(N=[N+]=[N-])=O)=CC=1.C(=O)(O)[O-].[Na+]. Given the product [NH2:22][C:3]1[C:2]([F:1])=[C:10]([N:11]([CH3:18])[S:12]([CH2:15][CH2:16][CH3:17])(=[O:14])=[O:13])[CH:9]=[CH:8][C:7]=1[F:19], predict the reactants needed to synthesize it. (8) Given the product [NH2:12][C:13]1[C:14]([Cl:23])=[C:15]([C:20]2[C:21]([NH2:22])=[N:1][C:2]3[N:3]=[C:4]([S:10][CH3:11])[N:5]=[CH:6][C:7]=3[CH:8]=2)[C:16]([Cl:19])=[CH:17][CH:18]=1, predict the reactants needed to synthesize it. The reactants are: [NH2:1][C:2]1[C:7]([CH:8]=O)=[CH:6][N:5]=[C:4]([S:10][CH3:11])[N:3]=1.[NH2:12][C:13]1[C:14]([Cl:23])=[C:15]([CH2:20][C:21]#[N:22])[C:16]([Cl:19])=[CH:17][CH:18]=1.C([O-])([O-])=O.[K+].[K+]. (9) Given the product [CH2:17]([O:9][C:8](=[O:10])[CH2:7][C:5]1[N:4]([CH3:11])[N:3]=[C:2]([Br:1])[CH:6]=1)[CH3:18], predict the reactants needed to synthesize it. The reactants are: [Br:1][C:2]1[CH:6]=[C:5]([CH2:7][C:8]([OH:10])=[O:9])[N:4]([CH3:11])[N:3]=1.S(=O)(=O)(O)O.[CH2:17](O)[CH3:18].